From a dataset of Reaction yield outcomes from USPTO patents with 853,638 reactions. Predict the reaction yield, written as a fraction of the theoretical maximum amount of product (1.0 means a 100% yield; for example, 0.34 means a 34% yield). (1) The product is [F:35][C:23]1[CH:22]=[CH:21][C:20]([B:10]2[O:11][C:12]([CH3:17])([CH3:18])[C:13]([CH3:15])([CH3:16])[O:14]2)=[CH:34][C:24]=1[CH2:25][NH:26][C:27](=[O:33])[O:28][C:29]([CH3:32])([CH3:31])[CH3:30]. The reactants are [B:10]1([B:10]2[O:14][C:13]([CH3:16])([CH3:15])[C:12]([CH3:18])([CH3:17])[O:11]2)[O:14][C:13]([CH3:16])([CH3:15])[C:12]([CH3:18])([CH3:17])[O:11]1.Br[C:20]1[CH:21]=[CH:22][C:23]([F:35])=[C:24]([CH:34]=1)[CH2:25][NH:26][C:27](=[O:33])[O:28][C:29]([CH3:32])([CH3:31])[CH3:30].C([O-])(=O)C.[K+]. The yield is 0.840. The catalyst is O1CCOCC1.C1C=CC(P(C2C=CC=CC=2)[C-]2C=CC=C2)=CC=1.C1C=CC(P(C2C=CC=CC=2)[C-]2C=CC=C2)=CC=1.Cl[Pd]Cl.[Fe+2]. (2) The reactants are [CH2:1]([O:5][C:6]1[CH:11]=[CH:10][C:9]([CH2:12][CH2:13][C:14](OCC)=[O:15])=[C:8]([O:19][C:20]2[C:25]([Cl:26])=[CH:24][C:23]([C:27]([F:30])([F:29])[F:28])=[CH:22][N:21]=2)[CH:7]=1)[CH2:2][CH:3]=[CH2:4].[H-].C([Al+]CC(C)C)C(C)C.CO.O. The product is [CH2:1]([O:5][C:6]1[CH:11]=[CH:10][C:9]([CH2:12][CH2:13][CH2:14][OH:15])=[C:8]([O:19][C:20]2[C:25]([Cl:26])=[CH:24][C:23]([C:27]([F:30])([F:29])[F:28])=[CH:22][N:21]=2)[CH:7]=1)[CH2:2][CH:3]=[CH2:4]. The yield is 0.850. The catalyst is C(OCC)C.C1(C)C=CC=CC=1. (3) The reactants are C([O:8][C:9]1[CH:10]=[C:11]([CH2:15][CH2:16][NH:17][C:18](=[O:24])[O:19][C:20]([CH3:23])([CH3:22])[CH3:21])[CH:12]=[CH:13][CH:14]=1)C1C=CC=CC=1.[H][H]. The catalyst is CO.[Pd]. The product is [OH:8][C:9]1[CH:10]=[C:11]([CH2:15][CH2:16][NH:17][C:18](=[O:24])[O:19][C:20]([CH3:22])([CH3:21])[CH3:23])[CH:12]=[CH:13][CH:14]=1. The yield is 0.980. (4) The reactants are [F:1][C:2]1[CH:9]=[CH:8][C:5]([CH:6]=O)=[CH:4][CH:3]=1.C([O-])(=O)C.[Na+].C([BH3-])#N.[Na+].Cl.[CH2:20]([O:22][C:23](=[O:28])[CH:24]([CH3:27])[CH2:25][NH2:26])[CH3:21]. The catalyst is CO. The product is [CH2:20]([O:22][C:23](=[O:28])[CH:24]([CH3:27])[CH2:25][NH:26][CH2:6][C:5]1[CH:8]=[CH:9][C:2]([F:1])=[CH:3][CH:4]=1)[CH3:21]. The yield is 0.590. (5) The reactants are [Cl:1][C:2]1[CH:3]=[C:4]([NH:17][C:18]2[C:27]3[C:22](=[CH:23][CH:24]=[C:25]([C:28]4[O:29][C:30]([CH:33]=O)=[CH:31][CH:32]=4)[CH:26]=3)[N:21]=[CH:20][N:19]=2)[CH:5]=[CH:6][C:7]=1[O:8][CH2:9][C:10]1[CH:15]=[CH:14][CH:13]=[C:12]([F:16])[CH:11]=1.[OH:35][C:36]1[CH:41]=[CH:40][C:39]([CH2:42][CH2:43][NH2:44])=[CH:38][CH:37]=1.C(O[BH-](OC(=O)C)OC(=O)C)(=O)C.[Na+].C(=O)([O-])[O-].[Na+].[Na+]. The catalyst is O1CCCC1. The product is [Cl:1][C:2]1[CH:3]=[C:4]([NH:17][C:18]2[C:27]3[C:22](=[CH:23][CH:24]=[C:25]([C:28]4[O:29][C:30]([CH2:33][NH:44][CH2:43][CH2:42][C:39]5[CH:40]=[CH:41][C:36]([OH:35])=[CH:37][CH:38]=5)=[CH:31][CH:32]=4)[CH:26]=3)[N:21]=[CH:20][N:19]=2)[CH:5]=[CH:6][C:7]=1[O:8][CH2:9][C:10]1[CH:15]=[CH:14][CH:13]=[C:12]([F:16])[CH:11]=1. The yield is 0.689.